From a dataset of Forward reaction prediction with 1.9M reactions from USPTO patents (1976-2016). Predict the product of the given reaction. Given the reactants [CH2:1]([O:8][CH2:9][N:10]1[C:18]2[C:17]([NH2:19])=[N:16][C:15]([CH2:20][CH2:21][CH2:22][CH3:23])=[N:14][C:13]=2[C:12]([C:24]#[C:25][CH2:26][CH2:27][CH2:28][CH2:29]Cl)=[C:11]1[CH3:31])[C:2]1[CH:7]=[CH:6][CH:5]=[CH:4][CH:3]=1.[CH2:32]([N:34](CC)[CH2:35][CH3:36])[CH3:33].N1CCCC1, predict the reaction product. The product is: [CH2:1]([O:8][CH2:9][N:10]1[C:18]2[C:17]([NH2:19])=[N:16][C:15]([CH2:20][CH2:21][CH2:22][CH3:23])=[N:14][C:13]=2[C:12]([C:24]#[C:25][CH2:26][CH2:27][CH2:28][CH2:29][N:34]2[CH2:35][CH2:36][CH2:33][CH2:32]2)=[C:11]1[CH3:31])[C:2]1[CH:7]=[CH:6][CH:5]=[CH:4][CH:3]=1.